The task is: Regression. Given a peptide amino acid sequence and an MHC pseudo amino acid sequence, predict their binding affinity value. This is MHC class I binding data.. This data is from Peptide-MHC class I binding affinity with 185,985 pairs from IEDB/IMGT. The peptide sequence is GLAVAMEV. The MHC is HLA-A02:01 with pseudo-sequence HLA-A02:01. The binding affinity (normalized) is 0.680.